Dataset: Forward reaction prediction with 1.9M reactions from USPTO patents (1976-2016). Task: Predict the product of the given reaction. (1) The product is: [F:23][C:3]1[CH:4]=[C:5]([C:6]([NH:8][CH2:9][C:10]([O:13][C:14]2[CH:19]=[CH:18][C:17]([F:20])=[CH:16][CH:15]=2)([CH3:12])[CH3:11])=[O:7])[CH:21]=[CH:22][C:2]=1[S:28]([Cl:31])(=[O:30])=[O:29]. Given the reactants N[C:2]1[CH:22]=[CH:21][C:5]([C:6]([NH:8][CH2:9][C:10]([O:13][C:14]2[CH:19]=[CH:18][C:17]([F:20])=[CH:16][CH:15]=2)([CH3:12])[CH3:11])=[O:7])=[CH:4][C:3]=1[F:23].N([O-])=O.[Na+].[S:28](=[O:30])=[O:29].[ClH:31], predict the reaction product. (2) Given the reactants C[O:2][C:3]([C:5]1[C:6]([O:25][CH3:26])=[CH:7][C:8]([O:23][CH3:24])=[C:9]([C:11]2[N:15]([C:16]3[CH:21]=[CH:20][CH:19]=[CH:18][C:17]=3[CH3:22])[N:14]=[CH:13][CH:12]=2)[CH:10]=1)=[O:4].[OH-].[Na+], predict the reaction product. The product is: [C:3]([C:5]1[C:6]([O:25][CH3:26])=[CH:7][C:8]([O:23][CH3:24])=[C:9]([C:11]2[N:15]([C:16]3[CH:21]=[CH:20][CH:19]=[CH:18][C:17]=3[CH3:22])[N:14]=[CH:13][CH:12]=2)[CH:10]=1)([OH:4])=[O:2]. (3) Given the reactants [CH3:1][O:2][C:3]1[CH:16]=[CH:15][C:6]([CH2:7][CH:8]2[CH2:13][CH2:12][O:11][CH2:10][C:9]2=[O:14])=[CH:5][CH:4]=1.IC.O1CCC[CH2:20]1.N#N.CC([O-])(C)C.[K+], predict the reaction product. The product is: [CH3:1][O:2][C:3]1[CH:4]=[CH:5][C:6]([CH2:7][C:8]2([CH3:20])[CH2:13][CH2:12][O:11][CH2:10][C:9]2=[O:14])=[CH:15][CH:16]=1. (4) Given the reactants [F:1][C:2]1[CH:30]=[CH:29][CH:28]=[CH:27][C:3]=1[CH2:4][N:5]1[C:9]2=[N:10][CH:11]=[CH:12][CH:13]=[C:8]2[C:7]([C:14]2[N:15]=[C:16](I)[C:17]3[C:22]([CH3:24])([CH3:23])[C:21](=[O:25])[NH:20][C:18]=3[N:19]=2)=[N:6]1.[F:31][C:32]([F:39])([F:38])[C:33]1[CH:37]=[CH:36][NH:35][N:34]=1.C(=O)([O-])[O-].[Cs+].[Cs+].OC1C=CC=CC=1C=NO, predict the reaction product. The product is: [F:1][C:2]1[CH:30]=[CH:29][CH:28]=[CH:27][C:3]=1[CH2:4][N:5]1[C:9]2=[N:10][CH:11]=[CH:12][CH:13]=[C:8]2[C:7]([C:14]2[N:15]=[C:16]([N:35]3[CH:36]=[CH:37][C:33]([C:32]([F:39])([F:38])[F:31])=[N:34]3)[C:17]3[C:22]([CH3:24])([CH3:23])[C:21](=[O:25])[NH:20][C:18]=3[N:19]=2)=[N:6]1.